Task: Regression. Given a target protein amino acid sequence and a drug SMILES string, predict the binding affinity score between them. We predict pKi (pKi = -log10(Ki in M); higher means stronger inhibition). Dataset: bindingdb_ki.. Dataset: Drug-target binding data from BindingDB using Ki measurements (1) The drug is CCc1cc(O)c(Oc2ccccc2Cl)cc1F. The target protein sequence is MRLQHKRGLIIGIANENSIAFGCARVMREQGAELALTYLNEKAEPYVRPLAQRLDSRLVVPCDVREPGRLEDVFARIAQEWGQLDFVLHSIAYAPKEDLHRRVTDCSQAGFAMAMDVSCHSFIRVARLAEPLMTNGGCLLTVTFYGAERAVEDYNLMGPVKAALEGSVRYLAAELGPRRIRVHALSPGPLKTRAASGIDRFDALLERVRERTPGHRLVDIDDVGHVAAFLASDDAAALTGNVEYIDGGYHVVG. The pKi is 8.5. (2) The small molecule is O=C(O)c1cc(O)c2c(Cl)cc(Cl)cc2n1. The target protein (P35439) has sequence MSTMHLLTFALLFSCSFARAACDPKIVNIGAVLSTRKHEQMFREAVNQANKRHGSWKIQLNATSVTHKPNAIQMALSVCEDLISSQVYAILVSHPPTPNDHFTPTPVSYTAGFYRIPVLGLTTRMSIYSDKSIHLSFLRTVPPYSHQSSVWFEMMRVYNWNHIILLVSDDHEGRAAQKRLETLLEERESKAEKVLQFDPGTKNVTALLMEARELEARVIILSASEDDAATVYRAAAMLNMTGSGYVWLVGEREISGNALRYAPDGIIGLQLINGKNESAHISDAVGVVAQAVHELLEKENITDPPRGCVGNTNIWKTGPLFKRVLMSSKYADGVTGRVEFNEDGDRKFANYSIMNLQNRKLVQVGIYNGTHVIPNDRKIIWPGGETEKPRGYQMSTRLKIVTIHQEPFVYVKPTMSDGTCKEEFTVNGDPVKKVICTGPNDTSPGSPRHTVPQCCYGFCIDLLIKLARTMNFTYEVHLVADGKFGTQERVNNSNKKEWNG.... The pKi is 7.4. (3) The drug is CN[C@@H](C)C(=O)N[C@H]1CCC[C@H]2SC(C)(C)[C@@H](C(=O)Nc3cc(C)nn3-c3ccccc3)N2C1=O. The target protein sequence is MGPKDSAKCLHRGPQPSHWAAGDGPTQERCGPRSLGSPVLGLDTCRAWDHVDGQILGQLRPLTEEEEEEGAGATLSRGPAFPGMGSEELRLASFYDWPLTAEVPPELLAAAGFFHTGHQDKVRCFFCYGGLQSWKRGDDPWTEHAKWFPGCQFLLRSKGQEYINNIHLTHSL. The pKi is 7.3.